Dataset: Reaction yield outcomes from USPTO patents with 853,638 reactions. Task: Predict the reaction yield, written as a fraction of the theoretical maximum amount of product (1.0 means a 100% yield; for example, 0.34 means a 34% yield). (1) The reactants are [Br:1][C:2]1[CH:3]=[N:4][CH:5]=[C:6]([CH:10]=1)[C:7](O)=[O:8].N1C=CC=CC=1.Cl.[CH3:18][O:19][NH:20][CH3:21].O. The product is [Br:1][C:2]1[CH:3]=[N:4][CH:5]=[C:6]([CH:10]=1)[C:7]([N:20]([O:19][CH3:18])[CH3:21])=[O:8]. The yield is 0.970. The catalyst is S(Cl)(Cl)=O.ClCCl. (2) The reactants are [C:1]([CH:5]1[CH2:13][C:12]2[C:7](=[CH:8][CH:9]=[CH:10][CH:11]=2)[NH:6]1)([CH3:4])([CH3:3])[CH3:2].[N+:14]([O-])([O-:16])=[O:15].[K+].C([O-])([O-])=O.[Na+].[Na+]. The catalyst is OS(O)(=O)=O. The product is [C:1]([CH:5]1[CH2:13][C:12]2[C:7](=[CH:8][C:9]([N+:14]([O-:16])=[O:15])=[CH:10][CH:11]=2)[NH:6]1)([CH3:4])([CH3:2])[CH3:3]. The yield is 0.310. (3) The reactants are Cl[C:2]1[N:7]2[N:8]=[CH:9][CH:10]=[C:6]2[N:5]=[C:4]([NH:11][C:12](=[O:23])[C:13]2[CH:18]=[CH:17][C:16]([C:19]([OH:22])([CH3:21])[CH3:20])=[CH:15][CH:14]=2)[CH:3]=1.O1[CH2:29][CH2:28][O:27][CH2:26][CH2:25]1. The catalyst is CO.C1C=CC(P(C2C=CC=CC=2)[C-]2C=CC=C2)=CC=1.C1C=CC(P(C2C=CC=CC=2)[C-]2C=CC=C2)=CC=1.Cl[Pd]Cl.[Fe+2]. The product is [O:27]1[C:28]2[CH:29]=[CH:12][C:13]([C:2]3[N:7]4[N:8]=[CH:9][CH:10]=[C:6]4[N:5]=[C:4]([NH:11][C:12](=[O:23])[C:13]4[CH:18]=[CH:17][C:16]([C:19]([OH:22])([CH3:21])[CH3:20])=[CH:15][CH:14]=4)[CH:3]=3)=[CH:14][C:15]=2[CH2:25][CH2:26]1. The yield is 0.270. (4) The reactants are [CH3:1][O:2][C:3]1[CH:8]=[CH:7][C:6]([N:9]2[CH2:14][CH2:13][N:12]([C:15]3[C:16]([CH3:38])=[C:17]([CH3:37])[C:18]4[O:22][C:21]([CH2:24][N:25]5[CH2:34][CH2:33][C:28]6(OCC[O:29]6)[CH2:27][CH2:26]5)([CH3:23])[CH2:20][C:19]=4[C:35]=3[CH3:36])[CH2:11][CH2:10]2)=[CH:5][CH:4]=1.Cl.C(OCC)(=O)C.Cl.O.C(=O)(O)[O-].[Na+]. The product is [CH3:1][O:2][C:3]1[CH:4]=[CH:5][C:6]([N:9]2[CH2:10][CH2:11][N:12]([C:15]3[C:16]([CH3:38])=[C:17]([CH3:37])[C:18]4[O:22][C:21]([CH2:24][N:25]5[CH2:34][CH2:33][C:28](=[O:29])[CH2:27][CH2:26]5)([CH3:23])[CH2:20][C:19]=4[C:35]=3[CH3:36])[CH2:13][CH2:14]2)=[CH:7][CH:8]=1. The catalyst is C(OCC)(=O)C. The yield is 0.500. (5) The yield is 0.830. The product is [CH3:42][C:35]1[CH:36]=[C:37]([CH:40]=[CH:41][C:34]=1[C:24](=[O:23])[CH2:25][CH2:26][CH2:27][CH2:28][CH2:29][CH2:30][CH2:31][CH2:32][CH3:33])[CH:38]=[O:39]. The reactants are CC(OI1(OC(C)=O)(OC(C)=O)OC(=O)C2C=CC=CC1=2)=O.[OH:23][CH:24]([C:34]1[CH:41]=[CH:40][C:37]([CH2:38][OH:39])=[CH:36][C:35]=1[CH3:42])[CH2:25][CH2:26][CH2:27][CH2:28][CH2:29][CH2:30][CH2:31][CH2:32][CH3:33]. The catalyst is C(Cl)Cl. (6) The reactants are C([Si](C)(C)[O:6][CH2:7][C@@H:8]([C@@H:17]1[C@@H:21]([C:22]2[CH:27]=[CH:26][C:25]([F:28])=[C:24]([F:29])[CH:23]=2)[CH2:20][N:19]([C:30]([C:32]2[CH:37]=C(C)N=[N:34][CH:33]=2)=[O:31])[CH2:18]1)[O:9][C:10]1[CH:15]=[CH:14][C:13]([Cl:16])=[CH:12][N:11]=1)(C)(C)C.CC[CH2:43][CH2:44][N+:45](CCCC)(CCCC)CCCC.[F-]. The catalyst is C1COCC1.C(OCC)(=O)C. The product is [Cl:16][C:13]1[CH:14]=[CH:15][C:10]([O:9][C@H:8]([C@@H:17]2[C@@H:21]([C:22]3[CH:27]=[CH:26][C:25]([F:28])=[C:24]([F:29])[CH:23]=3)[CH2:20][N:19]([C:30]([C:32]3[CH:37]=[N:45][C:44]([CH3:43])=[N:34][CH:33]=3)=[O:31])[CH2:18]2)[CH2:7][OH:6])=[N:11][CH:12]=1. The yield is 0.840. (7) The reactants are [CH3:1][C:2]1([CH3:20])[C:6]([CH3:8])([CH3:7])[O:5][B:4]([C:9]2[CH:14]=[CH:13][C:12]([CH:15]([CH2:18][CH3:19])[CH2:16][NH2:17])=[CH:11][CH:10]=2)[O:3]1.[C:21](O[C:21]([O:23][C:24]([CH3:27])([CH3:26])[CH3:25])=[O:22])([O:23][C:24]([CH3:27])([CH3:26])[CH3:25])=[O:22]. No catalyst specified. The product is [CH3:8][C:6]1([CH3:7])[C:2]([CH3:20])([CH3:1])[O:3][B:4]([C:9]2[CH:14]=[CH:13][C:12]([CH:15]([CH2:18][CH3:19])[CH2:16][NH:17][C:21](=[O:22])[O:23][C:24]([CH3:27])([CH3:26])[CH3:25])=[CH:11][CH:10]=2)[O:5]1. The yield is 0.620. (8) The reactants are [CH3:1][N:2]([CH2:4][C:5]([OH:7])=O)[CH3:3].C(N1C=CN=C1)(N1C=CN=C1)=O.Cl.[NH2:21][CH2:22][C:23]1[CH:32]=[CH:31][CH:30]=[C:29]2[C:24]=1[C:25](=[O:42])[N:26]([CH:34]1[CH2:39][CH2:38][C:37](=[O:40])[NH:36][C:35]1=[O:41])[C:27]([CH3:33])=[N:28]2. The catalyst is CN(C=O)C. The product is [CH3:3][N:2]([CH3:1])[CH2:4][C:5]([NH:21][CH2:22][C:23]1[CH:32]=[CH:31][CH:30]=[C:29]2[C:24]=1[C:25](=[O:42])[N:26]([CH:34]1[CH2:39][CH2:38][C:37](=[O:40])[NH:36][C:35]1=[O:41])[C:27]([CH3:33])=[N:28]2)=[O:7]. The yield is 0.460.